Dataset: Catalyst prediction with 721,799 reactions and 888 catalyst types from USPTO. Task: Predict which catalyst facilitates the given reaction. Reactant: [CH3:1][S:2][C:3]1[CH:10]=[CH:9][C:6]([CH:7]=O)=[CH:5][CH:4]=1.C(O)(=O)[CH2:12][C:13]([OH:15])=[O:14].N1CCCCC1. Product: [CH3:1][S:2][C:3]1[CH:10]=[CH:9][C:6](/[CH:7]=[CH:12]/[C:13]([OH:15])=[O:14])=[CH:5][CH:4]=1. The catalyst class is: 17.